This data is from Full USPTO retrosynthesis dataset with 1.9M reactions from patents (1976-2016). The task is: Predict the reactants needed to synthesize the given product. (1) Given the product [Br:24][C:4]1[CH:5]=[C:6]([C:8]2[C:20]3[C:19]([CH3:21])=[C:18]([CH3:22])[S:17][C:16]=3[C:15]([Br:23])=[C:14]3[C:9]=2[CH:10]=[CH:11][CH:12]=[CH:13]3)[CH:7]=[C:2]([Br:1])[C:3]=1[O:25][C@@H:27]([CH2:31][CH2:32][C:33]1[CH:38]=[CH:37][CH:36]=[CH:35][CH:34]=1)[C:28]([OH:30])=[O:29], predict the reactants needed to synthesize it. The reactants are: [Br:1][C:2]1[CH:7]=[C:6]([C:8]2[C:20]3[C:19]([CH3:21])=[C:18]([CH3:22])[S:17][C:16]=3[C:15]([Br:23])=[C:14]3[C:9]=2[CH:10]=[CH:11][CH:12]=[CH:13]3)[CH:5]=[C:4]([Br:24])[C:3]=1[OH:25].O[C@H:27]([CH2:31][CH2:32][C:33]1[CH:38]=[CH:37][CH:36]=[CH:35][CH:34]=1)[C:28]([O-:30])=[O:29].BrBr. (2) Given the product [CH2:1]([O:3][C:4](=[O:31])[CH2:5][CH:6]1[O:10][B:9]([OH:11])[C:8]2[CH:12]=[C:13]([OH:24])[CH:14]=[C:15]([O:16][CH2:17][C:18]3[CH:23]=[CH:22][CH:21]=[CH:20][CH:19]=3)[C:7]1=2)[CH3:2], predict the reactants needed to synthesize it. The reactants are: [CH2:1]([O:3][C:4](=[O:31])[CH2:5][CH:6]1[O:10][B:9]([OH:11])[C:8]2[CH:12]=[C:13]([O:24]C3CCCCO3)[CH:14]=[C:15]([O:16][CH2:17][C:18]3[CH:23]=[CH:22][CH:21]=[CH:20][CH:19]=3)[C:7]1=2)[CH3:2].Cl. (3) Given the product [O:4]=[C:3]1[CH2:5][CH2:7][C:9]2([CH2:14][CH2:13][N:12]([C:15]([O:17][CH2:18][C:19]3[CH:20]=[CH:21][CH:22]=[CH:23][CH:24]=3)=[O:16])[CH2:11][CH2:10]2)[CH:2]=[CH:1]1, predict the reactants needed to synthesize it. The reactants are: [CH:1]([C:3]([CH3:5])=[O:4])=[CH2:2].O.[CH:7]([CH:9]1[CH2:14][CH2:13][N:12]([C:15]([O:17][CH2:18][C:19]2[CH:24]=[CH:23][CH:22]=[CH:21][CH:20]=2)=[O:16])[CH2:11][CH2:10]1)=O.[OH-].[K+]. (4) Given the product [F:24][C:2]([F:1])([F:23])[CH2:3][O:4][C:5]1[CH:10]=[CH:9][C:8]([N:11]2[CH2:15][CH2:14][C:13]3([CH2:16][CH2:17][C:18]4([O:21][CH2:26]4)[CH2:19][CH2:20]3)[C:12]2=[O:22])=[CH:7][CH:6]=1, predict the reactants needed to synthesize it. The reactants are: [F:1][C:2]([F:24])([F:23])[CH2:3][O:4][C:5]1[CH:10]=[CH:9][C:8]([N:11]2[CH2:15][CH2:14][C:13]3([CH2:20][CH2:19][C:18](=[O:21])[CH2:17][CH2:16]3)[C:12]2=[O:22])=[CH:7][CH:6]=1.[I-].[CH3:26][S+](C)(C)=O.